Dataset: NCI-60 drug combinations with 297,098 pairs across 59 cell lines. Task: Regression. Given two drug SMILES strings and cell line genomic features, predict the synergy score measuring deviation from expected non-interaction effect. (1) Drug 1: C1CN1P(=S)(N2CC2)N3CC3. Drug 2: C#CCC(CC1=CN=C2C(=N1)C(=NC(=N2)N)N)C3=CC=C(C=C3)C(=O)NC(CCC(=O)O)C(=O)O. Cell line: CCRF-CEM. Synergy scores: CSS=76.0, Synergy_ZIP=1.17, Synergy_Bliss=1.09, Synergy_Loewe=-1.57, Synergy_HSA=0.997. (2) Drug 1: CC1C(C(=O)NC(C(=O)N2CCCC2C(=O)N(CC(=O)N(C(C(=O)O1)C(C)C)C)C)C(C)C)NC(=O)C3=C4C(=C(C=C3)C)OC5=C(C(=O)C(=C(C5=N4)C(=O)NC6C(OC(=O)C(N(C(=O)CN(C(=O)C7CCCN7C(=O)C(NC6=O)C(C)C)C)C)C(C)C)C)N)C. Drug 2: C1C(C(OC1N2C=C(C(=O)NC2=O)F)CO)O. Cell line: MDA-MB-231. Synergy scores: CSS=14.3, Synergy_ZIP=1.32, Synergy_Bliss=5.24, Synergy_Loewe=4.26, Synergy_HSA=8.13.